Dataset: Reaction yield outcomes from USPTO patents with 853,638 reactions. Task: Predict the reaction yield, written as a fraction of the theoretical maximum amount of product (1.0 means a 100% yield; for example, 0.34 means a 34% yield). (1) The reactants are [NH2:1][C:2]1[CH2:7][CH2:6][CH2:5][C:4](=[O:8])[CH:3]=1. The product is [NH:1]1[C:2]2[CH2:7][CH2:6][CH2:5][C:4](=[O:8])[C:3]=2[CH:2]=[CH:3][C:4]1=[O:8]. The catalyst is C(OCC)(=O)C#C. The yield is 0.210. (2) The reactants are [CH3:1][C:2]([C:5]1[C:10](=[O:11])[NH:9][C:8]2[N:12]([C:15]3[CH:20]=[CH:19][CH:18]=[CH:17][CH:16]=3)[N:13]=[CH:14][C:7]=2[CH:6]=1)([CH3:4])[CH3:3].C(=O)([O-])[O-].[Cs+].[Cs+].Cl.Cl[CH2:29][C:30]1[N:31]([CH3:35])[N:32]=[CH:33][N:34]=1. The catalyst is CN(C)C=O. The product is [CH3:4][C:2]([C:5]1[CH:6]=[C:7]2[CH:14]=[N:13][N:12]([C:15]3[CH:16]=[CH:17][CH:18]=[CH:19][CH:20]=3)[C:8]2=[N:9][C:10]=1[O:11][CH2:29][C:30]1[N:31]([CH3:35])[N:32]=[CH:33][N:34]=1)([CH3:1])[CH3:3]. The yield is 0.710. (3) The catalyst is C(Cl)Cl.CN(C1C=CN=CC=1)C. The yield is 0.860. The reactants are [C:1]([O:5][C:6]([NH:8][C:9]1[CH:14]=[C:13]([O:15][C:16]2[CH:17]=[C:18]([CH2:22][CH2:23][C:24](O)=[O:25])[CH:19]=[CH:20][CH:21]=2)[CH:12]=[CH:11][N:10]=1)=[O:7])([CH3:4])([CH3:3])[CH3:2].[C:27]([C:31]1[CH:32]=[C:33]([CH:35]=[CH:36][CH:37]=1)[NH2:34])([CH3:30])([CH3:29])[CH3:28].CCN=C=NCCCN(C)C. The product is [C:27]([C:31]1[CH:32]=[C:33]([NH:34][C:24](=[O:25])[CH2:23][CH2:22][C:18]2[CH:17]=[C:16]([CH:21]=[CH:20][CH:19]=2)[O:15][C:13]2[CH:12]=[CH:11][N:10]=[C:9]([NH:8][C:6](=[O:7])[O:5][C:1]([CH3:4])([CH3:2])[CH3:3])[CH:14]=2)[CH:35]=[CH:36][CH:37]=1)([CH3:30])([CH3:28])[CH3:29]. (4) The reactants are [C:1](=O)([O:29]C1C=CC([N+]([O-])=O)=CC=1)[O:2][CH2:3][C:4]1[C:5]([CH2:20][C:21]2[CH:26]=[C:25]([F:27])[CH:24]=[CH:23][C:22]=2[F:28])=[N:6][C:7]([S:10]([C:13]2[CH:18]=[CH:17][C:16]([Cl:19])=[CH:15][CH:14]=2)(=[O:12])=[O:11])=[CH:8][CH:9]=1.CN1CCOCC1.[CH2:47]([NH2:54])[C:48]1[CH:53]=[CH:52][CH:51]=[CH:50][CH:49]=1.CCCCCC. The catalyst is ClCCl. The product is [CH2:47]([NH:54][C:1](=[O:29])[O:2][CH2:3][C:4]1[C:5]([CH2:20][C:21]2[CH:26]=[C:25]([F:27])[CH:24]=[CH:23][C:22]=2[F:28])=[N:6][C:7]([S:10]([C:13]2[CH:18]=[CH:17][C:16]([Cl:19])=[CH:15][CH:14]=2)(=[O:11])=[O:12])=[CH:8][CH:9]=1)[C:48]1[CH:53]=[CH:52][CH:51]=[CH:50][CH:49]=1. The yield is 0.680. (5) The reactants are [NH2:1][C:2]1[CH:7]=[CH:6][C:5]([OH:8])=[CH:4][CH:3]=1.CC(C)([O-])C.[K+].Cl[C:16]1[CH:21]=[CH:20][N:19]=[C:18]([C:22](=[O:32])[NH:23][CH2:24][CH2:25][N:26]2[CH2:31][CH2:30][O:29][CH2:28][CH2:27]2)[CH:17]=1.C([O-])([O-])=O.[K+].[K+]. The catalyst is CN(C=O)C. The product is [N:26]1([CH2:25][CH2:24][NH:23][C:22]([C:18]2([O:8][C:5]3[CH:6]=[CH:7][C:2]([NH2:1])=[CH:3][CH:4]=3)[CH:17]=[CH:16][CH:21]=[CH:20][NH:19]2)=[O:32])[CH2:31][CH2:30][O:29][CH2:28][CH2:27]1. The yield is 0.650.